From a dataset of Forward reaction prediction with 1.9M reactions from USPTO patents (1976-2016). Predict the product of the given reaction. (1) Given the reactants [F:1][C:2]1[CH:3]=[C:4]([CH:8]=[CH:9][C:10]=1[C:11]([F:14])([F:13])[F:12])[C:5](O)=[O:6].B.Cl, predict the reaction product. The product is: [F:1][C:2]1[CH:3]=[C:4]([CH:8]=[CH:9][C:10]=1[C:11]([F:12])([F:13])[F:14])[CH2:5][OH:6]. (2) Given the reactants [Cl:1][C:2]1[CH:7]=[CH:6][CH:5]=[CH:4][C:3]=1I.[CH2:9]([OH:13])[CH2:10][CH:11]=[CH2:12].C(=O)(O)[O-].[Na+].O, predict the reaction product. The product is: [Cl:1][C:2]1[CH:7]=[CH:6][CH:5]=[CH:4][C:3]=1[CH2:12][CH2:11][CH2:10][CH:9]=[O:13]. (3) Given the reactants [F:1][C:2]1[CH:7]=[CH:6][C:5]([C@@H:8]2[CH2:12][N:11]([S:13]([C:16]3[N:17]=[CH:18][N:19]([CH3:21])[CH:20]=3)(=[O:15])=[O:14])[CH2:10][C@H:9]2[C:22](N(OC)C)=[O:23])=[CH:4][CH:3]=1.[C:28]1([Mg]Br)[CH:33]=[CH:32][CH:31]=[CH:30][CH:29]=1, predict the reaction product. The product is: [F:1][C:2]1[CH:3]=[CH:4][C:5]([C@@H:8]2[CH2:12][N:11]([S:13]([C:16]3[N:17]=[CH:18][N:19]([CH3:21])[CH:20]=3)(=[O:15])=[O:14])[CH2:10][C@H:9]2[C:22]([C:28]2[CH:33]=[CH:32][CH:31]=[CH:30][CH:29]=2)=[O:23])=[CH:6][CH:7]=1.